Dataset: NCI-60 drug combinations with 297,098 pairs across 59 cell lines. Task: Regression. Given two drug SMILES strings and cell line genomic features, predict the synergy score measuring deviation from expected non-interaction effect. (1) Drug 1: C1CCC(C1)C(CC#N)N2C=C(C=N2)C3=C4C=CNC4=NC=N3. Drug 2: C(CN)CNCCSP(=O)(O)O. Cell line: NCI-H460. Synergy scores: CSS=5.29, Synergy_ZIP=3.43, Synergy_Bliss=9.35, Synergy_Loewe=6.97, Synergy_HSA=8.06. (2) Drug 1: CC1C(C(CC(O1)OC2CC(CC3=C2C(=C4C(=C3O)C(=O)C5=C(C4=O)C(=CC=C5)OC)O)(C(=O)CO)O)N)O.Cl. Drug 2: C1=C(C(=O)NC(=O)N1)N(CCCl)CCCl. Cell line: HT29. Synergy scores: CSS=26.0, Synergy_ZIP=-5.47, Synergy_Bliss=3.17, Synergy_Loewe=4.08, Synergy_HSA=4.38. (3) Drug 2: CCC(=C(C1=CC=CC=C1)C2=CC=C(C=C2)OCCN(C)C)C3=CC=CC=C3.C(C(=O)O)C(CC(=O)O)(C(=O)O)O. Cell line: A498. Drug 1: CC(CN1CC(=O)NC(=O)C1)N2CC(=O)NC(=O)C2. Synergy scores: CSS=22.8, Synergy_ZIP=-7.49, Synergy_Bliss=-2.38, Synergy_Loewe=-0.873, Synergy_HSA=-0.678. (4) Drug 1: CN(CCCl)CCCl.Cl. Drug 2: C1CC(=O)NC(=O)C1N2C(=O)C3=CC=CC=C3C2=O. Cell line: A549. Synergy scores: CSS=33.4, Synergy_ZIP=-8.73, Synergy_Bliss=-0.601, Synergy_Loewe=-15.8, Synergy_HSA=-0.608.